Dataset: Reaction yield outcomes from USPTO patents with 853,638 reactions. Task: Predict the reaction yield, written as a fraction of the theoretical maximum amount of product (1.0 means a 100% yield; for example, 0.34 means a 34% yield). (1) The yield is 0.740. The product is [CH3:47][C:45]1[CH:46]=[C:41]([N:7]([C:8]2[CH:9]=[CH:10][CH:11]=[CH:12][CH:13]=2)[C:1]2[CH:6]=[CH:5][CH:4]=[CH:3][CH:2]=2)[CH:42]=[C:43]([CH3:48])[CH:44]=1. The catalyst is [Cu]I.O1CCOCC1. The reactants are [C:1]1([NH:7][C:8]2[CH:13]=[CH:12][CH:11]=[CH:10][CH:9]=2)[CH:6]=[CH:5][CH:4]=[CH:3][CH:2]=1.CC(C)([O-])C.[Na+].[C@@H]1(N)CCCC[C@H]1N.CCCCCCCCCCCC.I[C:41]1[CH:42]=[C:43]([CH3:48])[CH:44]=[C:45]([CH3:47])[CH:46]=1. (2) The reactants are [Cl:1][C:2]1[CH:3]=[N:4][CH:5]=[C:6]([Cl:10])[C:7]=1[CH:8]=[O:9].[BH4-].[Na+]. The catalyst is CO. The product is [Cl:1][C:2]1[CH:3]=[N:4][CH:5]=[C:6]([Cl:10])[C:7]=1[CH2:8][OH:9]. The yield is 0.780. (3) The reactants are [CH3:1][O:2][C:3]([C:5]1[O:6][C:7]2[CH:13]=[C:12](Br)[CH:11]=[CH:10][C:8]=2[CH:9]=1)=[O:4].[CH2:15]([B-](F)(F)F)[CH2:16][CH2:17][CH3:18].[K+]. No catalyst specified. The product is [CH3:1][O:2][C:3]([C:5]1[O:6][C:7]2[CH:13]=[C:12]([CH2:15][CH2:16][CH2:17][CH3:18])[CH:11]=[CH:10][C:8]=2[CH:9]=1)=[O:4]. The yield is 0.670. (4) The reactants are [Cl:1][C:2]1[N:7]=[CH:6][C:5]([C:8]([OH:35])([C:29]2[N:30]([CH3:34])[CH:31]=[N:32][CH:33]=2)[C:9]2[CH:10]=[C:11]3[C:16](=[CH:17][CH:18]=2)[NH:15][C:14](=[O:19])[CH:13]=[C:12]3[C:20]2[CH:25]=[CH:24][CH:23]=[C:22]([O:26][CH2:27][CH3:28])[CH:21]=2)=[CH:4][CH:3]=1.Br[CH2:37][CH:38]([CH3:40])[CH3:39]. No catalyst specified. The product is [Cl:1][C:2]1[N:7]=[CH:6][C:5]([C:8]([OH:35])([C:29]2[N:30]([CH3:34])[CH:31]=[N:32][CH:33]=2)[C:9]2[CH:10]=[C:11]3[C:16](=[CH:17][CH:18]=2)[N:15]([CH2:37][CH:38]([CH3:40])[CH3:39])[C:14](=[O:19])[CH:13]=[C:12]3[C:20]2[CH:25]=[CH:24][CH:23]=[C:22]([O:26][CH2:27][CH3:28])[CH:21]=2)=[CH:4][CH:3]=1. The yield is 0.400. (5) The yield is 0.430. The reactants are [Br:1]N1C(=O)CCC1=O.[Cl:9][C:10]1[C:15]2[CH2:16][O:17][C@H:18]3[CH2:23][CH2:22][NH:21][CH2:20][C@H:19]3[C:14]=2[CH:13]=[CH:12][CH:11]=1.O.C(Cl)Cl. The product is [Br:1][C:13]1[C:14]2[C@@H:19]3[CH2:20][NH:21][CH2:22][CH2:23][C@@H:18]3[O:17][CH2:16][C:15]=2[C:10]([Cl:9])=[CH:11][CH:12]=1. The catalyst is S(=O)(=O)(O)O. (6) The reactants are [CH3:1][C:2]1([CH3:33])[CH2:8][C:7](=[O:9])[CH2:6][CH2:5][C:4]([CH3:11])([CH3:10])[P:3]1[C:12]1[CH:17]=[CH:16][CH:15]=[CH:14][C:13]=1[C:18]1[C:23]([CH:24]([CH3:26])[CH3:25])=[CH:22][C:21]([CH:27]([CH3:29])[CH3:28])=[CH:20][C:19]=1[CH:30]([CH3:32])[CH3:31].B(F)(F)F.[CH3:38]COCC.C[Si](C=[N+]=[N-])(C)C. The catalyst is Cl. The product is [CH3:33][C:2]1([CH3:1])[CH2:8][C:7](=[O:9])[CH2:38][CH2:6][CH2:5][C:4]([CH3:11])([CH3:10])[P:3]1[C:12]1[CH:17]=[CH:16][CH:15]=[CH:14][C:13]=1[C:18]1[C:23]([CH:24]([CH3:25])[CH3:26])=[CH:22][C:21]([CH:27]([CH3:29])[CH3:28])=[CH:20][C:19]=1[CH:30]([CH3:31])[CH3:32]. The yield is 0.710. (7) The catalyst is C1COCC1. The reactants are [NH2:1][C:2]1[N:10]=[CH:9][CH:8]=[CH:7][C:3]=1[C:4]([NH2:6])=[O:5].CO[C:13](=O)[CH2:14][O:15][CH2:16][CH2:17][C:18]1[CH:23]=[CH:22][CH:21]=[C:20]([F:24])[CH:19]=1.[Li+].C[Si]([N-][Si](C)(C)C)(C)C. The yield is 0.550. The product is [F:24][C:20]1[CH:19]=[C:18]([CH2:17][CH2:16][O:15][CH2:14][C:13]2[NH:6][C:4](=[O:5])[C:3]3[CH:7]=[CH:8][CH:9]=[N:10][C:2]=3[N:1]=2)[CH:23]=[CH:22][CH:21]=1.